The task is: Predict which catalyst facilitates the given reaction.. This data is from Catalyst prediction with 721,799 reactions and 888 catalyst types from USPTO. (1) Reactant: [O-]CC.[Na+].[CH3:5][S:6]([C:8]1[CH:13]=[CH:12][CH:11]=[CH:10][C:9]=1[CH2:14][C:15]#[N:16])=[O:7].[NH2:17][C:18]1[C:25]([F:26])=[CH:24][CH:23]=[CH:22][C:19]=1[CH:20]=O. Product: [F:26][C:25]1[CH:24]=[CH:23][CH:22]=[C:19]2[C:18]=1[N:17]=[C:15]([NH2:16])[C:14]([C:9]1[CH:10]=[CH:11][CH:12]=[CH:13][C:8]=1[S:6]([CH3:5])=[O:7])=[CH:20]2. The catalyst class is: 14. (2) Reactant: [CH2:1]1[C:10]2[C:5](=[CH:6][CH:7]=[N:8][CH:9]=2)[CH2:4][CH2:3][N:2]1[C:11]1[CH:12]=[C:13]([CH:17]=[CH:18][CH:19]=1)[C:14]([OH:16])=O.C(N(CC)CC)C.CCCP(=O)=O.[CH:33]([C:36]1[CH:37]=[C:38]([CH:40]=[CH:41][CH:42]=1)[NH2:39])([CH3:35])[CH3:34]. Product: [CH2:1]1[C:10]2[C:5](=[CH:6][CH:7]=[N:8][CH:9]=2)[CH2:4][CH2:3][N:2]1[C:11]1[CH:12]=[C:13]([CH:17]=[CH:18][CH:19]=1)[C:14]([NH:39][C:38]1[CH:40]=[CH:41][CH:42]=[C:36]([CH:33]([CH3:35])[CH3:34])[CH:37]=1)=[O:16]. The catalyst class is: 864. (3) Product: [CH3:1][CH2:2][C:3]1[C:7]2=[CH:8][C:9]3[N-:13][C:12]4[C:14]([C@@H:56]([C:59]([O:61][CH3:62])=[O:60])[C:57](=[O:58])[C:11]=4[C:10]=3[CH3:63])=[C:15]3[N:19]=[C:18]([CH:20]=[C:21]4[N-:26][C:24](=[CH:25][C:5](=[N:6]2)[C:4]=1[CH3:64])[C:23]([CH:27]=[CH2:28])=[C:22]4[CH3:29])[C@@H:17]([CH3:30])[C@@H:16]3[CH2:31][CH2:32][C:33]([O:35][CH2:36]/[CH:37]=[C:38](/[CH2:40][CH2:41][CH2:42][C@@H:43]([CH2:45][CH2:46][CH2:47][C@@H:48]([CH2:50][CH2:51][CH2:52][CH:53]([CH3:55])[CH3:54])[CH3:49])[CH3:44])\[CH3:39])=[O:34].[Mg+2:65].[OH2:34]. The catalyst class is: 6. Reactant: [CH3:1][CH2:2][C:3]1[C:7]2=[CH:8][C:9]3[N-:13][C:12]4[C:14]([C@@H:56]([C:59]([O:61][CH3:62])=[O:60])[C:57](=[O:58])[C:11]=4[C:10]=3[CH3:63])=[C:15]3[N:19]=[C:18]([CH:20]=[C:21]4[N-:26][C:24](=[CH:25][C:5](=[N:6]2)[C:4]=1[CH3:64])[C:23]([CH:27]=[CH2:28])=[C:22]4[CH3:29])[C@@H:17]([CH3:30])[C@@H:16]3[CH2:31][CH2:32][C:33]([O:35][CH2:36]/[CH:37]=[C:38](/[CH2:40][CH2:41][CH2:42][C@@H:43]([CH2:45][CH2:46][CH2:47][C@@H:48]([CH2:50][CH2:51][CH2:52][CH:53]([CH3:55])[CH3:54])[CH3:49])[CH3:44])\[CH3:39])=[O:34].[Mg+2:65]. (4) Reactant: [CH:1]1([CH2:7][C@@H:8]([NH2:24])[CH2:9][N:10]2[CH2:15][CH2:14][N:13]([C:16]3[CH:21]=[CH:20][CH:19]=[CH:18][C:17]=3[O:22][CH3:23])[CH2:12][CH2:11]2)[CH2:6][CH2:5][CH2:4][CH2:3][CH2:2]1.C(N(CC)CC)C.[CH3:32][C:33]1([C:39](Cl)=[O:40])[CH2:38][CH2:37][CH2:36][CH2:35][CH2:34]1. Product: [CH:1]1([CH2:7][C@@H:8]([NH:24][C:39]([C:33]2([CH3:32])[CH2:38][CH2:37][CH2:36][CH2:35][CH2:34]2)=[O:40])[CH2:9][N:10]2[CH2:15][CH2:14][N:13]([C:16]3[CH:21]=[CH:20][CH:19]=[CH:18][C:17]=3[O:22][CH3:23])[CH2:12][CH2:11]2)[CH2:6][CH2:5][CH2:4][CH2:3][CH2:2]1. The catalyst class is: 4. (5) Reactant: [C:1]([O:5][C:6]([N:8]1[CH2:13][CH2:12][N:11]([CH2:14][CH2:15]O)[CH2:10][CH2:9]1)=[O:7])([CH3:4])([CH3:3])[CH3:2].C(N(CC)CC)C.CS(Cl)(=O)=O.[F:29][C:30]1[C:39]([F:40])=[CH:38][C:33]2[N:34]=[C:35]([SH:37])[NH:36][C:32]=2[CH:31]=1.C(=O)([O-])[O-].[K+].[K+].C1OCCOCCOCCOCCOCCOC1. Product: [C:1]([O:5][C:6]([N:8]1[CH2:13][CH2:12][N:11]([CH2:14][CH2:15][S:37][C:35]2[NH:36][C:32]3[CH:31]=[C:30]([F:29])[C:39]([F:40])=[CH:38][C:33]=3[N:34]=2)[CH2:10][CH2:9]1)=[O:7])([CH3:4])([CH3:3])[CH3:2]. The catalyst class is: 527. (6) Reactant: [N:1]([CH2:4][C:5]([O:15]S(C)(=O)=O)([C:7]1[C:12]([F:13])=[CH:11][N:10]=[C:9]([Br:14])[CH:8]=1)[CH3:6])=[N+]=[N-].[CH:20]1[CH:25]=[CH:24][C:23]([P:26]([C:33]2[CH:38]=[CH:37][CH:36]=[CH:35][CH:34]=2)[C:27]2[CH:32]=[CH:31][CH:30]=[CH:29][CH:28]=2)=[CH:22][CH:21]=1. Product: [Br:14][C:9]1[CH:8]=[C:7]([C:5]2([CH3:6])[CH2:4][NH:1]2)[C:12]([F:13])=[CH:11][N:10]=1.[P:26]([C:23]1[CH:22]=[CH:21][CH:20]=[CH:25][CH:24]=1)([C:33]1[CH:38]=[CH:37][CH:36]=[CH:35][CH:34]=1)([C:27]1[CH:32]=[CH:31][CH:30]=[CH:29][CH:28]=1)=[O:15]. The catalyst class is: 1. (7) Reactant: CS([C:5]1[N:10]=[C:9]([C:11]2[N:15]3[CH:16]=[CH:17][CH:18]=[CH:19][C:14]3=[N:13][C:12]=2[C:20]2[CH:25]=[CH:24][CH:23]=[C:22]([CH3:26])[N:21]=2)[CH:8]=[CH:7][N:6]=1)(=O)=O.[CH:27]1([NH2:30])[CH2:29][CH2:28]1. Product: [CH:27]1([NH:30][C:5]2[N:10]=[C:9]([C:11]3[N:15]4[CH:16]=[CH:17][CH:18]=[CH:19][C:14]4=[N:13][C:12]=3[C:20]3[CH:25]=[CH:24][CH:23]=[C:22]([CH3:26])[N:21]=3)[CH:8]=[CH:7][N:6]=2)[CH2:29][CH2:28]1. The catalyst class is: 10.